Dataset: Reaction yield outcomes from USPTO patents with 853,638 reactions. Task: Predict the reaction yield, written as a fraction of the theoretical maximum amount of product (1.0 means a 100% yield; for example, 0.34 means a 34% yield). (1) The reactants are [Cl-].[OH:2][NH3+:3].[C:4](=[O:7])([O-])O.[Na+].CS(C)=O.[Si]([O:20][C:21]([C@H:24]1[CH2:29][CH2:28][C@H:27]([O:30][C:31]2[CH:36]=[CH:35][C:34]([N:37]3[C:42](=[O:43])[C:41]([CH2:44][C:45]4[CH:50]=[CH:49][C:48]([C:51]5[C:52]([C:57]#[N:58])=[CH:53][CH:54]=[CH:55][CH:56]=5)=[CH:47][CH:46]=4)=[C:40]([CH2:59][CH2:60][CH3:61])[N:39]=[C:38]3[CH2:62][CH3:63])=[CH:33][CH:32]=2)[CH2:26][CH2:25]1)([CH3:23])[CH3:22])(C(C)(C)C)(C)C. The catalyst is O. The product is [CH2:62]([C:38]1[N:37]([C:34]2[CH:33]=[CH:32][C:31]([O:30][C@H:27]3[CH2:26][CH2:25][C@H:24]([C:21]([OH:20])([CH3:23])[CH3:22])[CH2:29][CH2:28]3)=[CH:36][CH:35]=2)[C:42](=[O:43])[C:41]([CH2:44][C:45]2[CH:46]=[CH:47][C:48]([C:51]3[CH:56]=[CH:55][CH:54]=[CH:53][C:52]=3[C:57]3[NH:58][C:4](=[O:7])[O:2][N:3]=3)=[CH:49][CH:50]=2)=[C:40]([CH2:59][CH2:60][CH3:61])[N:39]=1)[CH3:63]. The yield is 0.210. (2) The reactants are [CH:1]1([O:6][C:7](=[O:31])[C@@H:8]([N:15]([CH2:23][C:24]2[CH:29]=[CH:28][CH:27]=[C:26]([NH2:30])[CH:25]=2)[C:16]([O:18][C:19]([CH3:22])([CH3:21])[CH3:20])=[O:17])[C:9]2[CH:14]=[CH:13][CH:12]=[CH:11][CH:10]=2)[CH2:5][CH2:4][CH2:3][CH2:2]1.[CH2:32]([O:36][CH:37]([O:39][NH:40][C:41]([C:43]1[S:47][C:46]2[CH:48]=[C:49]([CH:52]=O)[CH:50]=[CH:51][C:45]=2[CH:44]=1)=[O:42])[CH3:38])[CH:33]([CH3:35])[CH3:34].C(O[BH-](OC(=O)C)OC(=O)C)(=O)C.[Na+].C(Cl)Cl. The catalyst is ClCCCl.C(O)(=O)C. The product is [CH:1]1([O:6][C:7](=[O:31])[C@@H:8]([N:15]([C:16]([O:18][C:19]([CH3:22])([CH3:21])[CH3:20])=[O:17])[CH2:23][C:24]2[CH:29]=[CH:28][CH:27]=[C:26]([NH:30][CH2:52][C:49]3[CH:50]=[CH:51][C:45]4[CH:44]=[C:43]([C:41](=[O:42])[NH:40][O:39][CH:37]([O:36][CH2:32][CH:33]([CH3:34])[CH3:35])[CH3:38])[S:47][C:46]=4[CH:48]=3)[CH:25]=2)[C:9]2[CH:14]=[CH:13][CH:12]=[CH:11][CH:10]=2)[CH2:5][CH2:4][CH2:3][CH2:2]1. The yield is 0.730. (3) The reactants are [CH3:1][S:2]([C:5]1[CH:23]=[CH:22][C:8]([CH:9]=[C:10]2[C:19]3[C:14](=[CH:15][CH:16]=[CH:17][CH:18]=3)[CH2:13][CH2:12]/[C:11]/2=[N:20]\[OH:21])=[CH:7][CH:6]=1)(=[O:4])=[O:3].[CH2:24](I)[CH3:25].C(=O)([O-])[O-].[K+].[K+].CN(C)C=O. The catalyst is ClCCl.O. The product is [CH2:24]([O:21]/[N:20]=[C:11]1/[C:10](=[CH:9][C:8]2[CH:7]=[CH:6][C:5]([S:2]([CH3:1])(=[O:4])=[O:3])=[CH:23][CH:22]=2)[C:19]2[C:14]([CH2:13][CH2:12]/1)=[CH:15][CH:16]=[CH:17][CH:18]=2)[CH3:25]. The yield is 0.810. (4) The reactants are [CH2:1]([C:5]1[C:10]([CH2:11][NH:12][C:13](=[O:19])[O:14][C:15]([CH3:18])([CH3:17])[CH3:16])=[C:9]([C:20]2[CH:25]=[CH:24][C:23]([CH3:26])=[CH:22][CH:21]=2)[C:8]([CH2:27][O:28][C:29]2[CH:34]=[CH:33][CH:32]=[CH:31][C:30]=2[S:35][CH3:36])=[C:7]([CH3:37])[N:6]=1)[CH:2]([CH3:4])[CH3:3].I([O-])(=O)(=O)=[O:39].[Na+]. The catalyst is CO.O.C(OCC)(=O)C. The product is [CH2:1]([C:5]1[C:10]([CH2:11][NH:12][C:13](=[O:19])[O:14][C:15]([CH3:16])([CH3:17])[CH3:18])=[C:9]([C:20]2[CH:21]=[CH:22][C:23]([CH3:26])=[CH:24][CH:25]=2)[C:8]([CH2:27][O:28][C:29]2[CH:34]=[CH:33][CH:32]=[CH:31][C:30]=2[S:35]([CH3:36])=[O:39])=[C:7]([CH3:37])[N:6]=1)[CH:2]([CH3:4])[CH3:3]. The yield is 0.330. (5) The reactants are Cl[C:2]1[N:7]=[CH:6][C:5]([C:8]2[CH:9]=[N:10][N:11]3[C:16]([C:17]4[CH:18]=[C:19]([NH:23][C:24](=[O:35])[C:25]5[CH:30]=[CH:29][CH:28]=[C:27]([C:31]([F:34])([F:33])[F:32])[CH:26]=5)[CH:20]=[CH:21][CH:22]=4)=[CH:15][CH:14]=[N:13][C:12]=23)=[CH:4][CH:3]=1.CN[N:38]([CH2:41][CH3:42])NC.[N:43]1[CH:48]=CC=C[CH:44]=1. No catalyst specified. The product is [CH3:44][N:43]([CH3:48])[CH2:42][CH2:41][NH:38][C:2]1[N:7]=[CH:6][C:5]([C:8]2[CH:9]=[N:10][N:11]3[C:16]([C:17]4[CH:18]=[C:19]([NH:23][C:24](=[O:35])[C:25]5[CH:30]=[CH:29][CH:28]=[C:27]([C:31]([F:34])([F:33])[F:32])[CH:26]=5)[CH:20]=[CH:21][CH:22]=4)=[CH:15][CH:14]=[N:13][C:12]=23)=[CH:4][CH:3]=1. The yield is 0.0390. (6) The reactants are [Cl:1][C:2]1[CH:7]=[C:6]([O:8]C)[CH:5]=[CH:4][C:3]=1[CH2:10][S:11][C:12]1[N:17]=[C:16]([OH:18])[CH:15]=[C:14]([CH3:19])[N:13]=1.B(Br)(Br)Br.O. The catalyst is ClCCl. The product is [Cl:1][C:2]1[CH:7]=[C:6]([OH:8])[CH:5]=[CH:4][C:3]=1[CH2:10][S:11][C:12]1[N:17]=[C:16]([OH:18])[CH:15]=[C:14]([CH3:19])[N:13]=1. The yield is 0.130. (7) The reactants are Br[C:2]1[CH:3]=[CH:4][C:5]2[O:11][CH2:10][CH2:9][N:8]3[C:12]([CH2:18][O:19][C:20]4[CH:25]=[CH:24][CH:23]=[CH:22][N:21]=4)=[C:13]([C:15]([NH2:17])=[O:16])[N:14]=[C:7]3[C:6]=2[CH:26]=1.BrC1C=CC2OCCN3C(CN4C=CN=C4C)=C(C(N)=O)N=C3C=2C=1.N1C=CC=CC1=O.[CH3:59][C:60]([OH:64])([C:62]#[CH:63])[CH3:61]. No catalyst specified. The product is [OH:64][C:60]([CH3:61])([CH3:59])[C:62]#[C:63][C:2]1[CH:3]=[CH:4][C:5]2[O:11][CH2:10][CH2:9][N:8]3[C:12]([CH2:18][O:19][C:20]4[CH:25]=[CH:24][CH:23]=[CH:22][N:21]=4)=[C:13]([C:15]([NH2:17])=[O:16])[N:14]=[C:7]3[C:6]=2[CH:26]=1. The yield is 0.0500. (8) The reactants are [OH:1][C:2]1[CH:3]=[C:4]([CH:7]=[CH:8][CH:9]=1)[C:5]#[N:6].[CH3:10][N:11]1[CH2:16][CH2:15][CH:14](O)[CH2:13][CH2:12]1.C1(P(C2C=CC=CC=2)C2C=CC=CC=2)C=CC=CC=1.N(C(OC(C)C)=O)=NC(OC(C)C)=O. The catalyst is O1CCCC1. The product is [CH3:10][N:11]1[CH2:16][CH2:15][CH:14]([O:1][C:2]2[CH:3]=[C:4]([CH:7]=[CH:8][CH:9]=2)[C:5]#[N:6])[CH2:13][CH2:12]1. The yield is 0.420.